From a dataset of hERG Central: cardiac toxicity at 1µM, 10µM, and general inhibition. Predict hERG channel inhibition at various concentrations. (1) The compound is CC(=O)c1ccc(N(C(=O)c2csnn2)C(C(=O)NC2CCCC2)c2ccccc2)cc1. Results: hERG_inhib (hERG inhibition (general)): blocker. (2) The compound is CCCSc1nnc2n(-c3ccccc3OC)c(=O)c3c4c(sc3n12)CCC4. Results: hERG_inhib (hERG inhibition (general)): blocker. (3) The molecule is COc1ccc2c(c1)C=C(CN1CCC(CO)(CCc3ccccc3)CC1)CO2. Results: hERG_inhib (hERG inhibition (general)): blocker. (4) The drug is O=C(NCCCN1CCN(c2cccc(Cl)c2)CC1)C1(S(=O)(=O)c2ccc(Cl)cc2)CC1. Results: hERG_inhib (hERG inhibition (general)): blocker. (5) The compound is CC(CN1CCCCC1)OC(=O)/C=C/c1ccccc1.Cl. Results: hERG_inhib (hERG inhibition (general)): blocker.